Dataset: Catalyst prediction with 721,799 reactions and 888 catalyst types from USPTO. Task: Predict which catalyst facilitates the given reaction. Reactant: [O:1]=[C:2]([NH:24][C:25]1[CH:30]=[CH:29][C:28]([S:31](=[O:34])(=[O:33])[NH2:32])=[CH:27][CH:26]=1)[CH2:3][CH2:4][CH2:5][CH2:6][CH2:7][N:8]([CH2:17][C:18]1[CH:23]=[CH:22][CH:21]=[CH:20][N:19]=1)[CH2:9][C:10]([O:12]C(C)(C)C)=[O:11]. Product: [O:1]=[C:2]([NH:24][C:25]1[CH:30]=[CH:29][C:28]([S:31](=[O:33])(=[O:34])[NH2:32])=[CH:27][CH:26]=1)[CH2:3][CH2:4][CH2:5][CH2:6][CH2:7][N:8]([CH2:17][C:18]1[CH:23]=[CH:22][CH:21]=[CH:20][N:19]=1)[CH2:9][C:10]([OH:12])=[O:11]. The catalyst class is: 157.